Dataset: Reaction yield outcomes from USPTO patents with 853,638 reactions. Task: Predict the reaction yield, written as a fraction of the theoretical maximum amount of product (1.0 means a 100% yield; for example, 0.34 means a 34% yield). (1) The catalyst is C(N)(C)C. The yield is 0.620. The reactants are [F:1][C:2]([F:31])([F:30])[C:3]1[CH:4]=[C:5]([NH:13][C:14](SC)=[C:15]([S:18]([C:21]2[CH:26]=[CH:25][C:24]([Cl:27])=[CH:23][CH:22]=2)(=[O:20])=[O:19])[C:16]#[N:17])[CH:6]=[C:7]([C:9]([F:12])([F:11])[F:10])[CH:8]=1. The product is [F:31][C:2]([F:1])([F:30])[C:3]1[CH:4]=[C:5]([NH:13][C:14]([NH:13][CH:5]([CH3:6])[CH3:4])=[C:15]([S:18]([C:21]2[CH:22]=[CH:23][C:24]([Cl:27])=[CH:25][CH:26]=2)(=[O:19])=[O:20])[C:16]#[N:17])[CH:6]=[C:7]([C:9]([F:11])([F:10])[F:12])[CH:8]=1. (2) The reactants are [CH3:1][O:2][C:3]1[CH:4]=[C:5]2[C:10](=[CH:11][C:12]=1[N+:13]([O-:15])=[O:14])[CH2:9][NH:8][CH2:7][CH2:6]2.[C:16](Cl)(=[O:19])[CH:17]=[CH2:18].C(N(CC)CC)C. The catalyst is ClCCl.CN(C)C1C=CN=CC=1.O. The product is [C:16]([N:8]1[CH2:7][CH2:6][C:5]2[C:10](=[CH:11][C:12]([N+:13]([O-:15])=[O:14])=[C:3]([O:2][CH3:1])[CH:4]=2)[CH2:9]1)(=[O:19])[CH:17]=[CH2:18]. The yield is 0.840.